From a dataset of Reaction yield outcomes from USPTO patents with 853,638 reactions. Predict the reaction yield, written as a fraction of the theoretical maximum amount of product (1.0 means a 100% yield; for example, 0.34 means a 34% yield). The reactants are C[O:2][C:3]1[CH:11]=[C:10]2[C:6]([CH:7]=[C:8]([CH3:12])[NH:9]2)=[CH:5][CH:4]=1.Br. The catalyst is C(O)(=O)C. The product is [CH3:12][C:8]1[NH:9][C:10]2[C:6]([CH:7]=1)=[CH:5][CH:4]=[C:3]([OH:2])[CH:11]=2. The yield is 0.650.